From a dataset of Forward reaction prediction with 1.9M reactions from USPTO patents (1976-2016). Predict the product of the given reaction. (1) Given the reactants C(=O)([O-])[O-].[Ca+2].[C:6](Cl)(Cl)=[S:7].[Cl:10][C:11]1[CH:16]=[C:15]([NH2:17])[CH:14]=[C:13]([F:18])[C:12]=1[C:19]1[CH:24]=[CH:23][C:22]([S:25]([CH3:28])(=[O:27])=[O:26])=[CH:21][CH:20]=1.Cl, predict the reaction product. The product is: [Cl:10][C:11]1[CH:16]=[C:15]([N:17]=[C:6]=[S:7])[CH:14]=[C:13]([F:18])[C:12]=1[C:19]1[CH:24]=[CH:23][C:22]([S:25]([CH3:28])(=[O:27])=[O:26])=[CH:21][CH:20]=1. (2) Given the reactants [OH-].[K+].[O:3]1[C@H:5]([C:6]([O:8]CC)=[O:7])[C@H:4]1[C:11]([O:13][CH2:14][CH3:15])=[O:12], predict the reaction product. The product is: [CH2:14]([O:13][C:11]([C@H:4]1[O:3][C@@H:5]1[C:6]([OH:8])=[O:7])=[O:12])[CH3:15]. (3) Given the reactants [Mg].II.Br[C:5]1[CH:6]=[CH:7][C:8]2[CH:12]=[CH:11][S:10][C:9]=2[CH:13]=1.[S:14](=[O:16])=[O:15].ClN1C(=O)CCC1=O.[NH2:25][CH:26]([C:33]1[CH:38]=[CH:37][CH:36]=[CH:35][CH:34]=1)[C:27]1[CH:32]=[CH:31][CH:30]=[CH:29][CH:28]=1, predict the reaction product. The product is: [CH:26]([NH:25][S:14]([C:5]1[CH:6]=[CH:7][C:8]2[CH:12]=[CH:11][S:10][C:9]=2[CH:13]=1)(=[O:16])=[O:15])([C:33]1[CH:34]=[CH:35][CH:36]=[CH:37][CH:38]=1)[C:27]1[CH:32]=[CH:31][CH:30]=[CH:29][CH:28]=1. (4) Given the reactants [N:1]1([CH2:7][CH2:8][NH2:9])[CH2:6][CH2:5][NH:4][CH2:3][CH2:2]1.[H][H], predict the reaction product. The product is: [N:1]1([CH2:7][CH2:8][NH:9][CH2:8][CH2:7][N:1]2[CH2:6][CH2:5][NH:4][CH2:3][CH2:2]2)[CH2:6][CH2:5][NH:4][CH2:3][CH2:2]1. (5) Given the reactants [NH2:1][C:2]1[CH:3]=[C:4]([CH:7]=[CH:8][C:9]=1[NH2:10])[C:5]#[N:6].[CH2:11]([O:13][C:14]([C@@H:16]1[CH2:18][C@H:17]1[C:19](O)=O)=[O:15])[CH3:12].C(N(CC)CC)C.CN(C(ON1N=NC2C=CC=CC1=2)=[N+](C)C)C.F[P-](F)(F)(F)(F)F, predict the reaction product. The product is: [C:5]([C:4]1[CH:7]=[CH:8][C:9]2[NH:10][C:19]([CH:17]3[CH2:18][CH:16]3[C:14]([O:13][CH2:11][CH3:12])=[O:15])=[N:1][C:2]=2[CH:3]=1)#[N:6].